This data is from Reaction yield outcomes from USPTO patents with 853,638 reactions. The task is: Predict the reaction yield, written as a fraction of the theoretical maximum amount of product (1.0 means a 100% yield; for example, 0.34 means a 34% yield). (1) The reactants are [CH:1](Br)([C:8]1[CH:13]=[CH:12][CH:11]=[CH:10][CH:9]=1)[C:2]1[CH:7]=[CH:6][CH:5]=[CH:4][CH:3]=1.C([O-])([O-])=O.[Cs+].[Cs+].[C:21](#[N:23])[CH3:22]. The catalyst is O. The product is [CH:1]([N:23]1[C:7]2[C:2](=[CH:3][CH:4]=[CH:5][CH:6]=2)[CH:22]=[CH:21]1)([C:8]1[CH:13]=[CH:12][CH:11]=[CH:10][CH:9]=1)[C:2]1[CH:7]=[CH:6][CH:5]=[CH:4][CH:3]=1. The yield is 0.450. (2) The reactants are [OH:1][C:2]1[CH:11]=[C:10]2[C:5]([C:6]([NH:12][C:13]3[CH:18]=[CH:17][C:16]([Cl:19])=[CH:15][C:14]=3[F:20])=[N:7][CH:8]=[N:9]2)=[CH:4][C:3]=1[O:21][CH3:22].C(=O)([O-])[O-].[K+].[K+].Br[CH2:30][CH:31]1[O:33][CH2:32]1.O. The catalyst is CN(C=O)C. The product is [Cl:19][C:16]1[CH:17]=[CH:18][C:13]([NH:12][C:6]2[C:5]3[C:10](=[CH:11][C:2]([O:1][CH2:30][CH:31]4[O:33][CH2:32]4)=[C:3]([O:21][CH3:22])[CH:4]=3)[N:9]=[CH:8][N:7]=2)=[C:14]([F:20])[CH:15]=1. The yield is 0.430. (3) The reactants are C([Mg]Cl)(C)C.[C:6]([O:10][C:11](=[O:32])[NH:12][C:13]([C:15]1[S:16][C:17]([S:30][CH3:31])=[C:18]([S:20]([C:23]2[CH:28]=[CH:27][CH:26]=[C:25](Br)[CH:24]=2)(=[O:22])=[O:21])[CH:19]=1)=[NH:14])([CH3:9])([CH3:8])[CH3:7].[Li]CCCC.C[O:39][B:40](OC)[O:41]C. The catalyst is C1COCC1. The product is [C:6]([O:10][C:11](=[O:32])[NH:12][C:13]([C:15]1[S:16][C:17]([S:30][CH3:31])=[C:18]([S:20]([C:23]2[CH:28]=[CH:27][CH:26]=[C:25]([B:40]([OH:41])[OH:39])[CH:24]=2)(=[O:22])=[O:21])[CH:19]=1)=[NH:14])([CH3:9])([CH3:8])[CH3:7]. The yield is 0.950. (4) The reactants are [NH:1]1[C:9]2[C:4](=[CH:5][CH:6]=[CH:7][CH:8]=2)[CH2:3][C:2]1=[O:10].Cl[C:12]1[CH:19]=[CH:18][C:15]([C:16]#[N:17])=[CH:14][CH:13]=1.C(=O)([O-])[O-].[K+].[K+].CC1(C)CCCCC(C)(C)P1C1C=CC=CC=1C1C(C(C)C)=CC(C(C)C)=CC=1C(C)C. The catalyst is C1C=CC(/C=C/C(/C=C/C2C=CC=CC=2)=O)=CC=1.C1C=CC(/C=C/C(/C=C/C2C=CC=CC=2)=O)=CC=1.C1C=CC(/C=C/C(/C=C/C2C=CC=CC=2)=O)=CC=1.[Pd].[Pd].O1CCCC1. The product is [O:10]=[C:2]1[CH2:3][C:4]2[C:9](=[CH:8][CH:7]=[CH:6][CH:5]=2)[N:1]1[C:12]1[CH:19]=[CH:18][C:15]([C:16]#[N:17])=[CH:14][CH:13]=1. The yield is 0.710. (5) The reactants are C1N(CCO)CCN(CCS(O)(=O)=O)C1.P(O[C@H:25]([C@H:28]([C@H:30]([C@@H:32]([CH2:34][OH:35])[OH:33])[OH:31])[OH:29])[CH:26]=[O:27])(OP(O)(O)=O)(O)=O.[C@@H:36]1([N:45]2C=CC(=O)NC2=O)[O:44][C@H](CO)[C@@H](O)[C@H:37]1O. No catalyst specified. The product is [OH:27][CH:26]1[O:33][C@H:32]([CH2:34][OH:35])[C@@H:30]([OH:31])[C@H:28]([OH:29])[C@H:25]1[NH:45][C:36]([CH3:37])=[O:44]. The yield is 1.00.